This data is from Reaction yield outcomes from USPTO patents with 853,638 reactions. The task is: Predict the reaction yield, written as a fraction of the theoretical maximum amount of product (1.0 means a 100% yield; for example, 0.34 means a 34% yield). (1) The reactants are C([O:4][CH2:5][CH2:6][C:7]1[CH:8]=[CH:9][CH:10]=[C:11]2[C:15]=1[NH:14][CH:13]=[C:12]2[C:16](=[O:33])[CH:17]([NH:24][C:25]1[CH:26]=[N:27][CH:28]=[C:29]([O:31][CH3:32])[CH:30]=1)[C:18]1[CH:23]=[CH:22][CH:21]=[CH:20][CH:19]=1)(=O)C.C(=O)([O-])[O-].[K+].[K+]. The catalyst is C1COCC1.CO. The product is [OH:4][CH2:5][CH2:6][C:7]1[CH:8]=[CH:9][CH:10]=[C:11]2[C:15]=1[NH:14][CH:13]=[C:12]2[C:16](=[O:33])[CH:17]([NH:24][C:25]1[CH:26]=[N:27][CH:28]=[C:29]([O:31][CH3:32])[CH:30]=1)[C:18]1[CH:19]=[CH:20][CH:21]=[CH:22][CH:23]=1. The yield is 0.280. (2) The reactants are [CH3:1][O:2][C:3]1[CH:4]=[C:5]2[C:10](=[CH:11][C:12]=1[O:13][CH3:14])[N:9]=[CH:8][N:7]=[C:6]2[NH:15][C:16]1[CH:21]=[CH:20][C:19]([N+:22]([O-])=O)=[CH:18][C:17]=1[F:25]. The catalyst is CN(C=O)C.CO.[Pd]. The product is [CH3:1][O:2][C:3]1[CH:4]=[C:5]2[C:10](=[CH:11][C:12]=1[O:13][CH3:14])[N:9]=[CH:8][N:7]=[C:6]2[NH:15][C:16]1[CH:21]=[CH:20][C:19]([NH2:22])=[CH:18][C:17]=1[F:25]. The yield is 0.650. (3) The reactants are O[CH2:2][C:3]1[CH:12]=[N:11][C:10]2[N:9]3[CH2:13][CH2:14][CH2:15][C@H:8]3[C:7](=[O:16])[NH:6][C:5]=2[CH:4]=1.Cl.[Cl:18][C:19]1[CH:24]=[CH:23][C:22]([N:25]2[CH2:30][CH2:29][NH:28][CH2:27][CH2:26]2)=[CH:21][CH:20]=1.C(N(CC)C(C)C)(C)C.[I-].C(C[P+](C)(C)C)#N. The catalyst is C(#N)CC.CO. The product is [Cl:18][C:19]1[CH:20]=[CH:21][C:22]([N:25]2[CH2:30][CH2:29][N:28]([CH2:2][C:3]3[CH:12]=[N:11][C:10]4[N:9]5[CH2:13][CH2:14][CH2:15][C@H:8]5[C:7](=[O:16])[NH:6][C:5]=4[CH:4]=3)[CH2:27][CH2:26]2)=[CH:23][CH:24]=1. The yield is 0.400. (4) The reactants are [H-].[Na+].[CH2:3]([O:5][C:6]([O:9][CH2:10][CH3:11])([OH:8])[CH3:7])[CH3:4].[CH2:12](Cl)[C:13](=[CH2:15])[CH3:14]. The catalyst is C1COCC1. The product is [CH2:3]([O:5][C:6]([O:8][CH2:14][C:13](=[CH2:12])[CH3:15])([O:9][CH2:10][CH3:11])[CH3:7])[CH3:4]. The yield is 0.900. (5) The reactants are [CH3:1][O:2][C:3]1[CH:9]=[CH:8][C:6]([NH2:7])=[CH:5][CH:4]=1.Cl[C:11]1[CH:19]=[CH:18][CH:17]=[CH:16][C:12]=1[C:13]([OH:15])=[O:14].C(=O)([O-])[O-].[Na+].[Na+].C. The catalyst is O.C(O)CO. The product is [CH3:1][O:2][C:3]1[CH:9]=[CH:8][C:6]([NH:7][C:11]2[C:12](=[CH:16][CH:17]=[CH:18][CH:19]=2)[C:13]([OH:15])=[O:14])=[CH:5][CH:4]=1. The yield is 0.490. (6) The reactants are Br[C:2]1[CH:9]=[C:8]([F:10])[CH:7]=[C:6]([N:11]2[CH2:22][CH2:21][N:20]3[C:13](=[CH:14][C:15]4[CH2:16][C:17]([CH3:24])([CH3:23])[CH2:18][C:19]=43)[C:12]2=[O:25])[C:3]=1[CH:4]=[O:5].[CH3:26][N:27]1[CH:32]=[C:31](B2OC(C)(C)C(C)(C)O2)[CH:30]=[C:29]([NH:42][C:43]2[CH:48]=[CH:47][C:46]([N:49]3[CH2:54][CH2:53][N:52]([CH:55]4[CH2:58][O:57][CH2:56]4)[CH2:51][C@@H:50]3[CH3:59])=[CH:45][N:44]=2)[C:28]1=[O:60].C([O-])(=O)C.[K+].[O-]P([O-])([O-])=O.[K+].[K+].[K+]. The catalyst is O.C1C=CC(P(C2C=CC=CC=2)[C-]2C=CC=C2)=CC=1.C1C=CC(P(C2C=CC=CC=2)[C-]2C=CC=C2)=CC=1.Cl[Pd]Cl.[Fe+2].C(#N)C. The product is [CH3:23][C:17]1([CH3:24])[CH2:16][C:15]2[CH:14]=[C:13]3[N:20]([CH2:21][CH2:22][N:11]([C:6]4[CH:7]=[C:8]([F:10])[CH:9]=[C:2]([C:31]5[CH:30]=[C:29]([NH:42][C:43]6[CH:48]=[CH:47][C:46]([N:49]7[CH2:54][CH2:53][N:52]([CH:55]8[CH2:56][O:57][CH2:58]8)[CH2:51][C@@H:50]7[CH3:59])=[CH:45][N:44]=6)[C:28](=[O:60])[N:27]([CH3:26])[CH:32]=5)[C:3]=4[CH:4]=[O:5])[C:12]3=[O:25])[C:19]=2[CH2:18]1. The yield is 0.770. (7) The reactants are [N:1]12[CH2:8][CH2:7][CH:4]([CH2:5][CH2:6]1)[C@@H:3]([O:9][C:10](=[O:26])[CH:11]([NH:18][CH2:19][C:20]1[CH:25]=[CH:24][CH:23]=[CH:22][CH:21]=1)[C:12]1[CH:17]=[CH:16][CH:15]=[CH:14][CH:13]=1)[CH2:2]2.C(#N)C.[Br:30][CH2:31][C:32]([C:34]1[O:38][N:37]=[C:36]([C:39]([O:41][CH2:42][CH3:43])=[O:40])[CH:35]=1)=[O:33]. The catalyst is C(OCC)(=O)C. The product is [Br-:30].[CH2:19]([NH:18][CH:11]([C:12]1[CH:17]=[CH:16][CH:15]=[CH:14][CH:13]=1)[C:10]([O:9][C@@H:3]1[CH:4]2[CH2:5][CH2:6][N+:1]([CH2:31][C:32]([C:34]3[O:38][N:37]=[C:36]([C:39]([O:41][CH2:42][CH3:43])=[O:40])[CH:35]=3)=[O:33])([CH2:8][CH2:7]2)[CH2:2]1)=[O:26])[C:20]1[CH:25]=[CH:24][CH:23]=[CH:22][CH:21]=1. The yield is 0.350.